Dataset: NCI-60 drug combinations with 297,098 pairs across 59 cell lines. Task: Regression. Given two drug SMILES strings and cell line genomic features, predict the synergy score measuring deviation from expected non-interaction effect. (1) Drug 1: C1CCC(C1)C(CC#N)N2C=C(C=N2)C3=C4C=CNC4=NC=N3. Drug 2: CC=C1C(=O)NC(C(=O)OC2CC(=O)NC(C(=O)NC(CSSCCC=C2)C(=O)N1)C(C)C)C(C)C. Cell line: SF-295. Synergy scores: CSS=28.2, Synergy_ZIP=-2.49, Synergy_Bliss=-3.53, Synergy_Loewe=-31.5, Synergy_HSA=-3.62. (2) Drug 1: CNC(=O)C1=CC=CC=C1SC2=CC3=C(C=C2)C(=NN3)C=CC4=CC=CC=N4. Drug 2: C(CN)CNCCSP(=O)(O)O. Cell line: K-562. Synergy scores: CSS=46.3, Synergy_ZIP=3.02, Synergy_Bliss=3.85, Synergy_Loewe=-29.3, Synergy_HSA=2.28. (3) Drug 1: CC12CCC3C(C1CCC2=O)CC(=C)C4=CC(=O)C=CC34C. Drug 2: CCC1(CC2CC(C3=C(CCN(C2)C1)C4=CC=CC=C4N3)(C5=C(C=C6C(=C5)C78CCN9C7C(C=CC9)(C(C(C8N6C=O)(C(=O)OC)O)OC(=O)C)CC)OC)C(=O)OC)O.OS(=O)(=O)O. Cell line: NCI-H460. Synergy scores: CSS=18.9, Synergy_ZIP=5.15, Synergy_Bliss=7.70, Synergy_Loewe=6.50, Synergy_HSA=5.46.